This data is from Reaction yield outcomes from USPTO patents with 853,638 reactions. The task is: Predict the reaction yield, written as a fraction of the theoretical maximum amount of product (1.0 means a 100% yield; for example, 0.34 means a 34% yield). (1) The reactants are [Cl:1][C:2]1[CH:3]=[C:4]([CH:7]=[CH:8][C:9]=1[OH:10])[CH:5]=O.[C:11]([NH:14][NH2:15])([NH2:13])=[NH:12].Cl. No catalyst specified. The product is [ClH:1].[Cl:1][C:2]1[CH:3]=[C:4]([CH:7]=[CH:8][C:9]=1[OH:10])[CH:5]=[N:15][NH:14][C:11]([NH2:13])=[NH:12]. The yield is 0.940. (2) The reactants are [C:1]([O:8][CH3:9])(=[O:7])[CH2:2][C:3]([O:5][CH3:6])=[O:4].[H-].[Na+].[Cl:12][C:13]1[CH:20]=[CH:19][C:16]([CH2:17]Br)=[CH:15][CH:14]=1. The catalyst is CN(C=O)C. The product is [Cl:12][C:13]1[CH:20]=[CH:19][C:16]([CH2:17][CH:2]([C:1]([O:8][CH3:9])=[O:7])[C:3]([O:5][CH3:6])=[O:4])=[CH:15][CH:14]=1. The yield is 0.480. (3) The product is [CH:9](/[C:2]1[CH:3]=[C:4]([CH:7]=[O:8])[O:5][CH:6]=1)=[CH:10]/[CH3:11]. The yield is 0.480. The catalyst is CN(C=O)C. The reactants are Br[C:2]1[CH:3]=[C:4]([CH:7]=[O:8])[O:5][CH:6]=1.[CH:9](/B(O)O)=[CH:10]/[CH3:11].ClC1C=CC(CC2C=C(C=O)SC=2)=CC=1. (4) The reactants are [N+:1]([C:4]1[CH:12]=[CH:11][CH:10]=[C:9]2[C:5]=1[CH2:6][NH:7][C:8]2=[O:13])([O-])=O.C([O-])=O.[NH4+]. The catalyst is CN(C=O)C.[Pd]. The product is [NH2:1][C:4]1[CH:12]=[CH:11][CH:10]=[C:9]2[C:5]=1[CH2:6][NH:7][C:8]2=[O:13]. The yield is 0.830.